This data is from NCI-60 drug combinations with 297,098 pairs across 59 cell lines. The task is: Regression. Given two drug SMILES strings and cell line genomic features, predict the synergy score measuring deviation from expected non-interaction effect. Cell line: A549. Drug 1: C1=NC2=C(N=C(N=C2N1C3C(C(C(O3)CO)O)F)Cl)N. Synergy scores: CSS=57.9, Synergy_ZIP=2.60, Synergy_Bliss=2.69, Synergy_Loewe=3.16, Synergy_HSA=6.07. Drug 2: CCC1(C2=C(COC1=O)C(=O)N3CC4=CC5=C(C=CC(=C5CN(C)C)O)N=C4C3=C2)O.Cl.